This data is from Reaction yield outcomes from USPTO patents with 853,638 reactions. The task is: Predict the reaction yield, written as a fraction of the theoretical maximum amount of product (1.0 means a 100% yield; for example, 0.34 means a 34% yield). (1) The reactants are [F:1][C:2]1[CH:7]=[CH:6][C:5]([CH2:8][C:9]2[CH:10]=[C:11]([NH:17][C:18]3[CH:23]=[CH:22][C:21]([O:24][CH3:25])=[CH:20][CH:19]=3)C(C#N)=[N:13][CH:14]=2)=[CH:4][CH:3]=1.[OH-:26].[Na+].[CH2:28]([OH:30])[CH3:29]. No catalyst specified. The product is [F:1][C:2]1[CH:7]=[CH:6][C:5]([CH2:8][C:9]2[CH:10]=[C:11]([NH:17][C:18]3[CH:23]=[CH:22][C:21]([O:24][CH3:25])=[CH:20][CH:19]=3)[C:29]([C:28]([OH:26])=[O:30])=[N:13][CH:14]=2)=[CH:4][CH:3]=1. The yield is 0.950. (2) The reactants are [Cl:1][C:2]1[C:10]([F:11])=C[CH:8]=[CH:7][C:3]=1C(O)=O.[N-:12]=[N+:13]=[N-:14].[Na+].[C:16](Cl)(=[O:20])[C:17](Cl)=O. The catalyst is O.CC(C)=O.C(Cl)Cl. The product is [Cl:1][C:2]1[C:10]([F:11])=[C:17]([CH:8]=[CH:7][CH:3]=1)[C:16]([N:12]=[N+:13]=[N-:14])=[O:20]. The yield is 0.960. (3) The reactants are Br[C:2]1[C:11]2[C:6](=[CH:7][CH:8]=[CH:9][CH:10]=2)[C:5](=[O:12])[N:4]([CH3:13])[CH:3]=1.[B:14]1([B:14]2[O:18][C:17]([CH3:20])([CH3:19])[C:16]([CH3:22])([CH3:21])[O:15]2)[O:18][C:17]([CH3:20])([CH3:19])[C:16]([CH3:22])([CH3:21])[O:15]1.CC([O-])=O.[K+].CC(C1C=C(C(C)C)C(C2C=CC=CC=2P(C2CCCCC2)C2CCCCC2)=C(C(C)C)C=1)C. The catalyst is O1CCOCC1.C1C=CC(/C=C/C(/C=C/C2C=CC=CC=2)=O)=CC=1.C1C=CC(/C=C/C(/C=C/C2C=CC=CC=2)=O)=CC=1.C1C=CC(/C=C/C(/C=C/C2C=CC=CC=2)=O)=CC=1.[Pd].[Pd]. The product is [CH3:13][N:4]1[CH:3]=[C:2]([B:14]2[O:18][C:17]([CH3:20])([CH3:19])[C:16]([CH3:22])([CH3:21])[O:15]2)[C:11]2[C:6](=[CH:7][CH:8]=[CH:9][CH:10]=2)[C:5]1=[O:12]. The yield is 0.620. (4) The reactants are [CH3:1][C:2]1[O:6][N:5]=[C:4]([C:7]2[CH:12]=[CH:11][CH:10]=[CH:9][CH:8]=2)[C:3]=1[CH2:13][O:14][C:15]1[CH:23]=[CH:22][C:18]([C:19]([OH:21])=O)=[CH:17][N:16]=1.[NH2:24][CH2:25][C:26]1[S:27][CH:28]=[C:29]([C:31]#[N:32])[N:30]=1. No catalyst specified. The product is [C:31]([C:29]1[N:30]=[C:26]([CH2:25][NH:24][C:19](=[O:21])[C:18]2[CH:22]=[CH:23][C:15]([O:14][CH2:13][C:3]3[C:4]([C:7]4[CH:8]=[CH:9][CH:10]=[CH:11][CH:12]=4)=[N:5][O:6][C:2]=3[CH3:1])=[N:16][CH:17]=2)[S:27][CH:28]=1)#[N:32]. The yield is 0.680. (5) The reactants are Br[C:2]1[CH:9]=[CH:8][C:5]([CH:6]=[O:7])=[CH:4][CH:3]=1.[CH2:10]([Li])CCC.[Cu](C#N)C#N.[O:20]1[CH2:22][C@@H:21]1[C@H:23]([OH:31])[CH2:24][CH2:25][CH2:26][CH2:27][CH2:28][CH2:29][CH3:30].N.[O:33]1CCC[CH2:34]1. The catalyst is [NH4+].[Cl-]. The product is [CH3:10][O:7][CH:6]([O:33][CH3:34])[C:5]1[CH:8]=[CH:9][C:2]([CH2:22][C@@H:21]([OH:20])[C@H:23]([OH:31])[CH2:24][CH2:25][CH2:26][CH2:27][CH2:28][CH2:29][CH3:30])=[CH:3][CH:4]=1. The yield is 0.750.